From a dataset of Catalyst prediction with 721,799 reactions and 888 catalyst types from USPTO. Predict which catalyst facilitates the given reaction. (1) Reactant: [CH3:1][O:2][CH2:3][CH2:4][CH:5]([O:10][C:11]1[CH:16]=[CH:15][C:14]([O:17][C:18]([F:21])([F:20])[F:19])=[CH:13][CH:12]=1)[C:6]([O:8]C)=[O:7].[OH-].[Na+].Cl. Product: [CH3:1][O:2][CH2:3][CH2:4][CH:5]([O:10][C:11]1[CH:16]=[CH:15][C:14]([O:17][C:18]([F:19])([F:21])[F:20])=[CH:13][CH:12]=1)[C:6]([OH:8])=[O:7]. The catalyst class is: 7. (2) Reactant: [OH:1][CH2:2][CH:3]([OH:6])[CH:4]=[CH2:5]. Product: [CH2:5]([CH:3]([OH:6])[CH2:2][OH:1])[CH2:4][CH:3]([OH:6])[CH2:2][OH:1]. The catalyst class is: 4. (3) Reactant: [OH:1][C:2]([CH3:21])([CH3:20])[C@H:3]([N:5]1[C:13]2[C:8](=[C:9]([C:16]([F:19])([F:18])[F:17])[C:10]([C:14]#[N:15])=[CH:11][CH:12]=2)[CH:7]=[CH:6]1)[CH3:4].[BH3-]C#N.[Na+]. Product: [OH:1][C:2]([CH3:20])([CH3:21])[C@H:3]([N:5]1[C:13]2[C:8](=[C:9]([C:16]([F:19])([F:17])[F:18])[C:10]([C:14]#[N:15])=[CH:11][CH:12]=2)[CH2:7][CH2:6]1)[CH3:4]. The catalyst class is: 67. (4) Reactant: I[C:2]1[CH:7]=[CH:6][N:5]=[C:4]([NH2:8])[CH:3]=1.[C:9]1([CH:15]2[O:19][CH:18]=[N:17][CH2:16]2)[CH:14]=[CH:13][CH:12]=[CH:11][CH:10]=1.CNC1CCCCC1NC.C(=O)([O-])[O-:31].[K+].[K+]. Product: [NH2:8][C:4]1[CH:3]=[C:2]([N:17]2[CH:16]=[C:15]([C:9]3[CH:10]=[CH:11][CH:12]=[CH:13][CH:14]=3)[O:19][C:18]2=[O:31])[CH:7]=[CH:6][N:5]=1. The catalyst class is: 830. (5) Reactant: Br[C:2]1[CH:9]=[CH:8][C:5]([C:6]#[N:7])=[C:4]([C:10]([F:13])([F:12])[F:11])[C:3]=1[CH3:14].[C:15]([O:34][CH2:35][C@@H:36]1[NH:40][C:39](=[O:41])[CH2:38][CH2:37]1)([C:28]1[CH:33]=[CH:32][CH:31]=[CH:30][CH:29]=1)([C:22]1[CH:27]=[CH:26][CH:25]=[CH:24][CH:23]=1)[C:16]1[CH:21]=[CH:20][CH:19]=[CH:18][CH:17]=1.C([O-])([O-])=O.[Cs+].[Cs+].CC1(C)C2C(=C(P(C3C=CC=CC=3)C3C=CC=CC=3)C=CC=2)OC2C(P(C3C=CC=CC=3)C3C=CC=CC=3)=CC=CC1=2. Product: [CH3:14][C:3]1[C:4]([C:10]([F:13])([F:12])[F:11])=[C:5]([CH:8]=[CH:9][C:2]=1[N:40]1[C@@H:36]([CH2:35][O:34][C:15]([C:16]2[CH:21]=[CH:20][CH:19]=[CH:18][CH:17]=2)([C:22]2[CH:23]=[CH:24][CH:25]=[CH:26][CH:27]=2)[C:28]2[CH:33]=[CH:32][CH:31]=[CH:30][CH:29]=2)[CH2:37][CH2:38][C:39]1=[O:41])[C:6]#[N:7]. The catalyst class is: 333.